This data is from Full USPTO retrosynthesis dataset with 1.9M reactions from patents (1976-2016). The task is: Predict the reactants needed to synthesize the given product. (1) The reactants are: [CH:1]1([O:4][CH2:5][CH2:6][O:7][C@@H:8]2[CH2:13][CH2:12][C@H:11]([O:14]CC3C=CC=CC=3)[CH2:10][CH2:9]2)[CH2:3][CH2:2]1. Given the product [CH:1]1([O:4][CH2:5][CH2:6][O:7][C@@H:8]2[CH2:13][CH2:12][C@H:11]([OH:14])[CH2:10][CH2:9]2)[CH2:3][CH2:2]1, predict the reactants needed to synthesize it. (2) Given the product [CH3:36][O:35][C:33](=[O:34])[CH2:32][N:10]1[C:9]2[CH:5]([O:4][CH2:3][O:2][CH3:1])[C@@H:6]3[CH2:18][C@@H:7]3[C:8]=2[C:12]([C:13]([O:15][CH2:16][CH3:17])=[O:14])=[N:11]1, predict the reactants needed to synthesize it. The reactants are: [CH3:1][O:2][CH2:3][O:4][CH:5]1[C:9]2[NH:10][N:11]=[C:12]([C:13]([O:15][CH2:16][CH3:17])=[O:14])[C:8]=2[C@H:7]2[CH2:18][C@@H:6]12.CC(C)([O-])C.[K+].CC1CCCO1.Br[CH2:32][C:33]([O:35][CH3:36])=[O:34]. (3) Given the product [C:2]([C:6]1[CH:7]=[CH:8][C:9](/[C:12](/[C:21]2[NH:22][C:23](=[O:28])[C:24]([Cl:27])=[CH:25][CH:26]=2)=[CH:13]\[C@H:14]2[CH2:15][CH2:16][C:17](=[O:20])[N:18]2[CH3:19])=[CH:10][CH:11]=1)([CH3:5])([CH3:3])[CH3:4], predict the reactants needed to synthesize it. The reactants are: Br.[C:2]([C:6]1[CH:11]=[CH:10][C:9](/[C:12](/[C:21]2[CH:26]=[CH:25][C:24]([Cl:27])=[C:23]([O:28]C)[N:22]=2)=[CH:13]\[C@@H:14]2[N:18]([CH3:19])[C:17](=[O:20])[CH2:16][CH2:15]2)=[CH:8][CH:7]=1)([CH3:5])([CH3:4])[CH3:3].O. (4) Given the product [Si:30]([O:37][C:38]1[CH:39]=[CH:40][C:41]([CH2:44][C:45]([NH:21][C:18]2[C:17]([C:22]#[C:23][C:24]3[CH:29]=[CH:28][CH:27]=[CH:26][CH:25]=3)=[N:16][C:15]([C:12]3[CH:11]=[CH:10][C:9]([O:8][Si:1]([C:4]([CH3:7])([CH3:5])[CH3:6])([CH3:2])[CH3:3])=[CH:14][CH:13]=3)=[CH:20][N:19]=2)=[O:46])=[CH:42][CH:43]=1)([C:33]([CH3:36])([CH3:35])[CH3:34])([CH3:32])[CH3:31], predict the reactants needed to synthesize it. The reactants are: [Si:1]([O:8][C:9]1[CH:14]=[CH:13][C:12]([C:15]2[N:16]=[C:17]([C:22]#[C:23][C:24]3[CH:29]=[CH:28][CH:27]=[CH:26][CH:25]=3)[C:18]([NH2:21])=[N:19][CH:20]=2)=[CH:11][CH:10]=1)([C:4]([CH3:7])([CH3:6])[CH3:5])([CH3:3])[CH3:2].[Si:30]([O:37][C:38]1[CH:43]=[CH:42][C:41]([CH2:44][C:45](Cl)=[O:46])=[CH:40][CH:39]=1)([C:33]([CH3:36])([CH3:35])[CH3:34])([CH3:32])[CH3:31].O. (5) Given the product [CH2:26]([O:25][C:23]([C:22]1[N:19]=[C:10]([C:11]2[CH:16]=[CH:15][C:14]([O:17][CH3:18])=[CH:13][CH:12]=2)[N:9]([C:6]2[CH:5]=[CH:4][C:3]([O:2][CH3:1])=[CH:8][CH:7]=2)[CH:21]=1)=[O:24])[CH3:27], predict the reactants needed to synthesize it. The reactants are: [CH3:1][O:2][C:3]1[CH:8]=[CH:7][C:6]([NH:9][C:10](=[NH:19])[C:11]2[CH:16]=[CH:15][C:14]([O:17][CH3:18])=[CH:13][CH:12]=2)=[CH:5][CH:4]=1.Br[CH2:21][C:22](=O)[C:23]([O:25][CH2:26][CH3:27])=[O:24].C(=O)([O-])O.[Na+].